From a dataset of Peptide-MHC class II binding affinity with 134,281 pairs from IEDB. Regression. Given a peptide amino acid sequence and an MHC pseudo amino acid sequence, predict their binding affinity value. This is MHC class II binding data. (1) The peptide sequence is FEDQGSKENIARD. The MHC is H-2-IAk with pseudo-sequence H-2-IAk. The binding affinity (normalized) is 0.203. (2) The peptide sequence is RKVCYNAVLTHVKIN. The MHC is DRB4_0101 with pseudo-sequence DRB4_0103. The binding affinity (normalized) is 0.424.